Dataset: Catalyst prediction with 721,799 reactions and 888 catalyst types from USPTO. Task: Predict which catalyst facilitates the given reaction. Reactant: Cl[C:2]1[CH:11]=[C:6]2[NH:7][CH2:8][CH2:9][CH2:10][N:5]2[C:4](=[O:12])[N:3]=1.[H-].[Na+].Br[CH2:16][C:17]1[CH:22]=[CH:21][C:20]([Cl:23])=[CH:19][CH:18]=1.[F:24][C:25]1[CH:26]=[C:27]([CH2:32][OH:33])[CH:28]=[CH:29][C:30]=1[F:31]. Product: [Cl:23][C:20]1[CH:21]=[CH:22][C:17]([CH2:16][N:7]2[CH2:8][CH2:9][CH2:10][N:5]3[C:4](=[O:12])[N:3]=[C:2]([O:33][CH2:32][C:27]4[CH:28]=[CH:29][C:30]([F:31])=[C:25]([F:24])[CH:26]=4)[CH:11]=[C:6]23)=[CH:18][CH:19]=1. The catalyst class is: 9.